This data is from NCI-60 drug combinations with 297,098 pairs across 59 cell lines. The task is: Regression. Given two drug SMILES strings and cell line genomic features, predict the synergy score measuring deviation from expected non-interaction effect. Drug 2: C(CN)CNCCSP(=O)(O)O. Drug 1: CCCCCOC(=O)NC1=NC(=O)N(C=C1F)C2C(C(C(O2)C)O)O. Synergy scores: CSS=-2.06, Synergy_ZIP=3.79, Synergy_Bliss=5.13, Synergy_Loewe=-0.582, Synergy_HSA=-1.50. Cell line: NCI-H522.